This data is from Catalyst prediction with 721,799 reactions and 888 catalyst types from USPTO. The task is: Predict which catalyst facilitates the given reaction. (1) Reactant: [N:1]([CH:4]1[CH2:10][C:9]([CH3:12])([CH3:11])[CH2:8][N:7]([S:13]([C:16]2[CH:21]=[CH:20][CH:19]=[CH:18][N:17]=2)(=[O:15])=[O:14])[CH2:6][CH:5]1[OH:22])=[N+]=[N-].C1C=CC(P(C2C=CC=CC=2)C2C=CC=CC=2)=CC=1. Product: [NH2:1][CH:4]1[CH2:10][C:9]([CH3:12])([CH3:11])[CH2:8][N:7]([S:13]([C:16]2[CH:21]=[CH:20][CH:19]=[CH:18][N:17]=2)(=[O:15])=[O:14])[CH2:6][CH:5]1[OH:22]. The catalyst class is: 20. (2) Reactant: Cl.[CH3:2][C@H:3]1[CH2:8][NH:7][C@@H:6]([CH3:9])[CH2:5][N:4]1[C:10]([O:12][C:13]([CH3:16])([CH3:15])[CH3:14])=[O:11].Cl[C:18]1[CH:23]=[CH:22][N:21]=[CH:20][C:19]=1[N+:24]([O-:26])=[O:25].CCN(C(C)C)C(C)C. Product: [CH3:2][C@H:3]1[CH2:8][N:7]([C:18]2[CH:23]=[CH:22][N:21]=[CH:20][C:19]=2[N+:24]([O-:26])=[O:25])[C@@H:6]([CH3:9])[CH2:5][N:4]1[C:10]([O:12][C:13]([CH3:14])([CH3:16])[CH3:15])=[O:11]. The catalyst class is: 41. (3) Reactant: [H-].[Na+].[C:3]([O:7][C:8]([NH:10][C@H:11]1[CH2:16][CH2:15][CH2:14][CH2:13][C@@H:12]1[NH:17][C:18]1[CH:27]=[C:26]([C:28]([F:31])([F:30])[F:29])[CH:25]=[CH:24][C:19]=1[C:20]([O:22][CH3:23])=[O:21])=[O:9])([CH3:6])([CH3:5])[CH3:4].[CH3:32]I. Product: [C:3]([O:7][C:8]([N:10]([CH3:32])[C@H:11]1[CH2:16][CH2:15][CH2:14][CH2:13][C@@H:12]1[NH:17][C:18]1[CH:27]=[C:26]([C:28]([F:29])([F:30])[F:31])[CH:25]=[CH:24][C:19]=1[C:20]([O:22][CH3:23])=[O:21])=[O:9])([CH3:6])([CH3:4])[CH3:5]. The catalyst class is: 3.